Dataset: Full USPTO retrosynthesis dataset with 1.9M reactions from patents (1976-2016). Task: Predict the reactants needed to synthesize the given product. (1) Given the product [CH2:20]([P:22]([CH:29]([C:31]1[CH:32]=[CH:33][CH:34]=[CH:35][CH:36]=1)[CH2:30][CH:44]=[O:45])(=[O:28])[O:23][CH2:24][CH2:25][CH2:26][CH3:27])[CH3:21], predict the reactants needed to synthesize it. The reactants are: C1(P(C2C=CC=CC=2)C2C=CC=CC=2)C=CC=CC=1.[CH2:20]([P:22]([C:29]([C:31]1[CH:36]=[CH:35][CH:34]=[CH:33][CH:32]=1)=[CH2:30])(=[O:28])[O:23][CH2:24][CH2:25][CH2:26][CH3:27])[CH3:21].CC(C(O)C([CH2:44][O:45]C(C(C)C)=O)(C)C)C. (2) The reactants are: [Cl:1][C:2]1[C:3]([F:25])=[C:4]([NH:9][C:10]2[C:19]3[C:14](=[CH:15][C:16]([O:23][CH3:24])=[C:17]([N+:20]([O-])=O)[CH:18]=3)[N:13]=[CH:12][N:11]=2)[CH:5]=[CH:6][C:7]=1[F:8]. Given the product [Cl:1][C:2]1[C:3]([F:25])=[C:4]([NH:9][C:10]2[C:19]3[C:14](=[CH:15][C:16]([O:23][CH3:24])=[C:17]([NH2:20])[CH:18]=3)[N:13]=[CH:12][N:11]=2)[CH:5]=[CH:6][C:7]=1[F:8], predict the reactants needed to synthesize it.